Task: Predict which catalyst facilitates the given reaction.. Dataset: Catalyst prediction with 721,799 reactions and 888 catalyst types from USPTO Reactant: [N:1]([C:4]1[CH:12]=[CH:11][C:7]([C:8]([OH:10])=O)=[CH:6][CH:5]=1)=[N+:2]=[N-:3].[CH:13]1[CH:14]=[CH:15][C:16]2N(O)N=[N:19][C:17]=2C=1.C(N)CCCC.CCN=C=NCCCN(C)C. Product: [N:1]([C:4]1[CH:5]=[CH:6][C:7]([C:8]([NH:19][CH2:17][CH2:16][CH2:15][CH2:14][CH3:13])=[O:10])=[CH:11][CH:12]=1)=[N+:2]=[N-:3]. The catalyst class is: 444.